Dataset: Catalyst prediction with 721,799 reactions and 888 catalyst types from USPTO. Task: Predict which catalyst facilitates the given reaction. Reactant: [CH3:1][S:2]([C:5]1[CH:13]=[CH:12][C:8]([C:9]([OH:11])=O)=[CH:7][C:6]=1[N+:14]([O-:16])=[O:15])(=[O:4])=[O:3].S(Cl)(Cl)=O.[NH2:21][C:22]1[CH:27]=[CH:26][C:25]([NH:28][C:29]2[N:34]=[C:33]([NH:35][CH2:36][CH2:37][C:38]3[NH:39][CH:40]=[N:41][CH:42]=3)[C:32]([Br:43])=[CH:31][N:30]=2)=[CH:24][CH:23]=1. Product: [Br:43][C:32]1[C:33]([NH:35][CH2:36][CH2:37][C:38]2[NH:39][CH:40]=[N:41][CH:42]=2)=[N:34][C:29]([NH:28][C:25]2[CH:24]=[CH:23][C:22]([NH:21][C:9](=[O:11])[C:8]3[CH:12]=[CH:13][C:5]([S:2]([CH3:1])(=[O:3])=[O:4])=[C:6]([N+:14]([O-:16])=[O:15])[CH:7]=3)=[CH:27][CH:26]=2)=[N:30][CH:31]=1. The catalyst class is: 44.